From a dataset of Full USPTO retrosynthesis dataset with 1.9M reactions from patents (1976-2016). Predict the reactants needed to synthesize the given product. (1) Given the product [CH3:1][O:2][C:3]([C:5]1[CH:20]=[CH:19][C:8]2[N:9]=[C:10]([C:12]3[CH:17]=[CH:16][CH:15]=[C:14]([N:18]4[C:30](=[O:31])[C:24]5[C:23](=[CH:22][CH:21]=[C:26]([C:27]([OH:29])=[O:28])[CH:25]=5)[C:33]4=[O:32])[CH:13]=3)[O:11][C:7]=2[CH:6]=1)=[O:4], predict the reactants needed to synthesize it. The reactants are: [CH3:1][O:2][C:3]([C:5]1[CH:20]=[CH:19][C:8]2[N:9]=[C:10]([C:12]3[CH:17]=[CH:16][CH:15]=[C:14]([NH2:18])[CH:13]=3)[O:11][C:7]=2[CH:6]=1)=[O:4].[CH:21]1[C:26]([C:27]([OH:29])=[O:28])=[CH:25][C:24]2[C:30]([O:32][C:33](=O)[C:23]=2[CH:22]=1)=[O:31]. (2) The reactants are: [CH:1]1([S:4]([NH:7][C:8]([C@@:10]2([NH:15]C(=O)OC(C)(C)C)[CH2:12][C@H:11]2[CH:13]=[CH2:14])=[O:9])(=[O:6])=[O:5])[CH2:3][CH2:2]1.C([Cl:26])(=O)C. Given the product [ClH:26].[NH2:15][C@:10]1([C:8]([NH:7][S:4]([CH:1]2[CH2:3][CH2:2]2)(=[O:6])=[O:5])=[O:9])[CH2:12][C@H:11]1[CH:13]=[CH2:14], predict the reactants needed to synthesize it. (3) Given the product [CH3:1][O:2][C:3]([C:5]1[C:6]([OH:33])=[C:7]2[C:12](=[C:13]([Br:34])[N:14]=1)[N:11]([CH2:15][C:16]1[CH:17]=[CH:18][CH:19]=[CH:20][CH:21]=1)[C:10](=[O:22])[C:9]([C:23]1[CH:28]=[CH:27][CH:26]=[CH:25][C:24]=1[C:29]([F:32])([F:31])[F:30])=[CH:8]2)=[O:4], predict the reactants needed to synthesize it. The reactants are: [CH3:1][O:2][C:3]([C:5]1[C:6]([OH:33])=[C:7]2[C:12](=[CH:13][N:14]=1)[N:11]([CH2:15][C:16]1[CH:21]=[CH:20][CH:19]=[CH:18][CH:17]=1)[C:10](=[O:22])[C:9]([C:23]1[CH:28]=[CH:27][CH:26]=[CH:25][C:24]=1[C:29]([F:32])([F:31])[F:30])=[CH:8]2)=[O:4].[Br:34]N1C(=O)CCC1=O. (4) Given the product [CH3:1][C:2]([C:14]1[CH:19]=[CH:18][CH:17]=[C:16]([C:20]2[CH:25]=[CH:24][N:23]=[C:22]3[NH:26][N:27]=[C:28]([C:29]([F:31])([F:32])[F:30])[C:21]=23)[CH:15]=1)([CH2:12][CH3:13])[CH2:3][NH2:4], predict the reactants needed to synthesize it. The reactants are: [CH3:1][C:2]([C:14]1[CH:19]=[CH:18][CH:17]=[C:16]([C:20]2[CH:25]=[CH:24][N:23]=[C:22]3[N:26](C(C4C=CC=CC=4)(C4C=CC=CC=4)C4C=CC=CC=4)[N:27]=[C:28]([C:29]([F:32])([F:31])[F:30])[C:21]=23)[CH:15]=1)([CH2:12][CH3:13])[CH2:3][NH:4]C(=O)OC(C)(C)C.C([SiH](CC)CC)C.C(O)(C(F)(F)F)=O. (5) Given the product [Br:1][C:2]1[C:3]([N:29]2[CH2:34][CH2:33][CH2:32][C@@H:31]([NH:35][C:36](=[O:42])[O:37][C:38]([CH3:40])([CH3:39])[CH3:41])[CH2:30]2)=[C:4]2[C:10]([NH:11][C:12]([C:14]3[CH:15]=[N:16][N:17]([CH2:19][C:20]4[CH:25]=[CH:24][C:23]([O:26][CH3:27])=[CH:22][CH:21]=4)[CH:18]=3)=[O:13])=[CH:9][NH:8][C:5]2=[N:6][CH:7]=1, predict the reactants needed to synthesize it. The reactants are: [Br:1][C:2]1[C:3](F)=[C:4]2[C:10]([NH:11][C:12]([C:14]3[CH:15]=[N:16][N:17]([CH2:19][C:20]4[CH:25]=[CH:24][C:23]([O:26][CH3:27])=[CH:22][CH:21]=4)[CH:18]=3)=[O:13])=[CH:9][NH:8][C:5]2=[N:6][CH:7]=1.[NH:29]1[CH2:34][CH2:33][CH2:32][C@@H:31]([NH:35][C:36](=[O:42])[O:37][C:38]([CH3:41])([CH3:40])[CH3:39])[CH2:30]1. (6) Given the product [CH2:1]([O:3][C:4]([C:6]1[NH:7][C:8]2[C:13]([CH:14]=1)=[CH:12][C:11]([O:15][CH:23]1[CH2:24][CH2:25][N:20]([CH:17]([CH3:19])[CH3:18])[CH2:21][CH2:22]1)=[C:10]([Br:16])[CH:9]=2)=[O:5])[CH3:2], predict the reactants needed to synthesize it. The reactants are: [CH2:1]([O:3][C:4]([C:6]1[NH:7][C:8]2[C:13]([CH:14]=1)=[CH:12][C:11]([OH:15])=[C:10]([Br:16])[CH:9]=2)=[O:5])[CH3:2].[CH:17]([N:20]1[CH2:25][CH2:24][CH:23](O)[CH2:22][CH2:21]1)([CH3:19])[CH3:18].C(P(CCCC)CCCC)CCC.N(C(OC(C)(C)C)=O)=NC(OC(C)(C)C)=O. (7) Given the product [C:17]([OH:26])([C:22]([F:25])([F:24])[F:23])=[O:46].[NH:41]1[C:42]2[C:38](=[CH:37][CH:36]=[C:35]([NH:34][C:2]3[C:7]([C:8]([NH:10][C:11]4[CH:12]=[CH:13][C:14]([C:17]([O:26][CH2:27][CH2:28][O:29][CH2:30][CH2:31][O:32][CH3:33])([C:22]([F:25])([F:23])[F:24])[C:18]([F:20])([F:19])[F:21])=[CH:15][CH:16]=4)=[O:9])=[CH:6][CH:5]=[CH:4][N:3]=3)[CH:43]=2)[CH:39]=[N:40]1, predict the reactants needed to synthesize it. The reactants are: F[C:2]1[C:7]([C:8]([NH:10][C:11]2[CH:16]=[CH:15][C:14]([C:17]([O:26][CH2:27][CH2:28][O:29][CH2:30][CH2:31][O:32][CH3:33])([C:22]([F:25])([F:24])[F:23])[C:18]([F:21])([F:20])[F:19])=[CH:13][CH:12]=2)=[O:9])=[CH:6][CH:5]=[CH:4][N:3]=1.[NH2:34][C:35]1[CH:43]=[C:42]2[C:38]([CH:39]=[N:40][NH:41]2)=[CH:37][CH:36]=1.CS(C)=[O:46]. (8) The reactants are: [C:1]([CH2:3][C:4](O)=O)#[N:2].[S:7]1[CH:11]=[CH:10][C:9](C=O)=[CH:8]1.C1(C)C=CC=CC=1.N1C=CC=CC=1. Given the product [S:7]1[CH:11]=[CH:10][C:9]([CH:4]=[CH:3][C:1]#[N:2])=[CH:8]1, predict the reactants needed to synthesize it.